From a dataset of Retrosynthesis with 50K atom-mapped reactions and 10 reaction types from USPTO. Predict the reactants needed to synthesize the given product. (1) The reactants are: Brc1cnc2ccccc2c1.Nc1cccc2c1C(=O)CC2. Given the product O=C1CCc2cccc(Nc3cnc4ccccc4c3)c21, predict the reactants needed to synthesize it. (2) The reactants are: CC1(CCOS(C)(=O)=O)Cn2cc([N+](=O)[O-])nc2O1.O=c1[nH]nc(-c2ccncc2)o1. Given the product CC1(CCn2nc(-c3ccncc3)oc2=O)Cn2cc([N+](=O)[O-])nc2O1, predict the reactants needed to synthesize it.